Regression. Given a peptide amino acid sequence and an MHC pseudo amino acid sequence, predict their binding affinity value. This is MHC class II binding data. From a dataset of Peptide-MHC class II binding affinity with 134,281 pairs from IEDB. (1) The peptide sequence is MKDLDEPGHLAPTGM. The MHC is DRB1_1201 with pseudo-sequence DRB1_1201. The binding affinity (normalized) is 0.152. (2) The peptide sequence is QPSKGWNDWENVPFC. The MHC is DRB3_0301 with pseudo-sequence DRB3_0301. The binding affinity (normalized) is 0.352. (3) The peptide sequence is RVLDTVEKWLACGVD. The MHC is DRB3_0301 with pseudo-sequence DRB3_0301. The binding affinity (normalized) is 0.574. (4) The peptide sequence is MGMFNMLSTVLGVSI. The MHC is DRB1_0901 with pseudo-sequence DRB1_0901. The binding affinity (normalized) is 0.599. (5) The peptide sequence is ENPVVHFARNIVTPR. The MHC is DRB1_1501 with pseudo-sequence DRB1_1501. The binding affinity (normalized) is 0.369.